Dataset: NCI-60 drug combinations with 297,098 pairs across 59 cell lines. Task: Regression. Given two drug SMILES strings and cell line genomic features, predict the synergy score measuring deviation from expected non-interaction effect. (1) Drug 1: CC1=CC=C(C=C1)C2=CC(=NN2C3=CC=C(C=C3)S(=O)(=O)N)C(F)(F)F. Drug 2: C1=NC2=C(N1)C(=S)N=CN2. Cell line: NCI-H460. Synergy scores: CSS=16.1, Synergy_ZIP=-5.35, Synergy_Bliss=1.32, Synergy_Loewe=-1.79, Synergy_HSA=0.788. (2) Drug 1: C1=CC=C(C=C1)NC(=O)CCCCCCC(=O)NO. Drug 2: CNC(=O)C1=NC=CC(=C1)OC2=CC=C(C=C2)NC(=O)NC3=CC(=C(C=C3)Cl)C(F)(F)F. Cell line: NCI-H522. Synergy scores: CSS=11.3, Synergy_ZIP=-6.89, Synergy_Bliss=-7.98, Synergy_Loewe=-43.6, Synergy_HSA=-5.20. (3) Drug 1: CN1CCC(CC1)COC2=C(C=C3C(=C2)N=CN=C3NC4=C(C=C(C=C4)Br)F)OC. Drug 2: CN1C(=O)N2C=NC(=C2N=N1)C(=O)N. Cell line: SNB-19. Synergy scores: CSS=1.57, Synergy_ZIP=-0.0952, Synergy_Bliss=3.12, Synergy_Loewe=-3.64, Synergy_HSA=0.924.